This data is from Full USPTO retrosynthesis dataset with 1.9M reactions from patents (1976-2016). The task is: Predict the reactants needed to synthesize the given product. Given the product [C:1]([C:4]1[CH:9]=[CH:8][C:7]([N:10]2[CH2:11][CH2:12][N:13]([C:16]([C:18]3[CH:19]=[C:20]([CH:24]=[CH:25][C:26]=3[N:27]3[CH2:28][CH2:29][O:30][CH2:31][CH2:32]3)[C:21]([NH:35][CH3:34])=[O:22])=[O:17])[CH2:14][CH2:15]2)=[C:6]([F:33])[CH:5]=1)(=[O:3])[CH3:2], predict the reactants needed to synthesize it. The reactants are: [C:1]([C:4]1[CH:9]=[CH:8][C:7]([N:10]2[CH2:15][CH2:14][N:13]([C:16]([C:18]3[CH:19]=[C:20]([CH:24]=[CH:25][C:26]=3[N:27]3[CH2:32][CH2:31][O:30][CH2:29][CH2:28]3)[C:21](O)=[O:22])=[O:17])[CH2:12][CH2:11]2)=[C:6]([F:33])[CH:5]=1)(=[O:3])[CH3:2].[CH3:34][NH2:35].